This data is from Experimentally validated miRNA-target interactions with 360,000+ pairs, plus equal number of negative samples. The task is: Binary Classification. Given a miRNA mature sequence and a target amino acid sequence, predict their likelihood of interaction. (1) The miRNA is mmu-miR-3112-5p with sequence ACAUAGAAAAGGCAGUCUGCA. The protein sequence of the target gene is MPFLDIQKRFGLNIDRWLTIQSGEQPYKMAGRCHAFEKEWIECAHGIGYTRAEKECKIEYDDFVECLLRQKTMRRAGTIRKQRDKLIKEGKYTPPPHHIGKGEPRP. Result: 0 (no interaction). (2) The miRNA is hsa-miR-1289 with sequence UGGAGUCCAGGAAUCUGCAUUUU. The protein sequence of the target gene is MESRKRKSELEHYIDKLTDPPEKQRKMAEFYNSLRMFYKRRWNATLKLPHVQGVEVNLYRLYDTVMALGGWQKVAASDKWSDIAEMFGCKDDILCGDHAIKIIYMRYLSKFEQVETIGDVDDYVDNEMSRSRGRNATSFFATNECPISNNRMVQEYQHRDERGQIINEPDYARLTKSLISGLPNEIDFAMNVCMLLSHAGPKQLRICHAPTLLTLLVAHTGVYDEDDETMADMGKEWKRTTKHNFRDFWASSGVPLDMLMTFLDREIEAEYIDEDDQFFTGVSETFNVKDSRCWRLNQVT.... Result: 0 (no interaction). (3) The miRNA is mmu-miR-296-3p with sequence GAGGGUUGGGUGGAGGCUCUCC. The protein sequence of the target gene is MWLLALCLVGLAGAQRGGGGPGGGAPGGPGLGLGSLGEERFPVVNTAYGRVRGVRRELNNEILGPVVQFLGVPYATPPLGARRFQPPEAPASWPGVRNATTLPPACPQNLHGALPAIMLPVWFTDNLEAAATYVQNQSEDCLYLNLYVPTEDGPLTKKRDEATLNPPDTDIRDSGKKPVMLFLHGGSYMEGTGNMFDGSVLAAYGNVIVVTLNYRLGVLGFLSTGDQAAKGNYGLLDQIQALRWLSENIAHFGGDPERITIFGSGAGASCVNLLILSHHSEGLFQKAIAQSGTAISSWSV.... Result: 0 (no interaction).